Dataset: Forward reaction prediction with 1.9M reactions from USPTO patents (1976-2016). Task: Predict the product of the given reaction. Given the reactants [CH3:1][C:2]1([CH3:22])[C:10]2[N:9]=[N:8][C:7]([C:11]3[C:19]4[C:14](=[N:15][C:16]([CH3:20])=[CH:17][CH:18]=4)[NH:13][N:12]=3)=[N:6][C:5]=2[NH:4][C:3]1=[O:21].C(=O)([O-])[O-].[Cs+].[Cs+].Br[CH2:30][C:31]1[C:36]([F:37])=[C:35]([F:38])[CH:34]=[CH:33][C:32]=1[F:39].O, predict the reaction product. The product is: [CH3:1][C:2]1([CH3:22])[C:10]2[N:9]=[N:8][C:7]([C:11]3[C:19]4[C:14](=[N:15][C:16]([CH3:20])=[CH:17][CH:18]=4)[N:13]([CH2:30][C:31]4[C:32]([F:39])=[CH:33][CH:34]=[C:35]([F:38])[C:36]=4[F:37])[N:12]=3)=[N:6][C:5]=2[NH:4][C:3]1=[O:21].